From a dataset of Forward reaction prediction with 1.9M reactions from USPTO patents (1976-2016). Predict the product of the given reaction. Given the reactants [C:1]([NH:8][C@H:9]([CH2:14][OH:15])[CH2:10][CH:11]([CH3:13])[CH3:12])([O:3][C:4]([CH3:7])([CH3:6])[CH3:5])=[O:2].C(N(CC)CC)C.CS(C)=O.C(OC(=O)C)C, predict the reaction product. The product is: [C:4]([O:3][C:1]([NH:8][C@H:9]([CH:14]=[O:15])[CH2:10][CH:11]([CH3:12])[CH3:13])=[O:2])([CH3:6])([CH3:7])[CH3:5].